Predict the reaction yield, written as a fraction of the theoretical maximum amount of product (1.0 means a 100% yield; for example, 0.34 means a 34% yield). From a dataset of Reaction yield outcomes from USPTO patents with 853,638 reactions. (1) The reactants are C[O:2][C:3]([C:5]1[C:13]2[N:12]=[C:11]([C:14]3[CH:19]=[CH:18][C:17]([F:20])=[CH:16][CH:15]=3)[NH:10][C:9]=2[C:8]([O:21]C)=[CH:7][CH:6]=1)=[O:4].[Cl-].[Al+3].[Cl-].[Cl-].Cl. The catalyst is C1(C)C=CC=CC=1. The product is [F:20][C:17]1[CH:16]=[CH:15][C:14]([C:11]2[NH:10][C:9]3[C:8]([OH:21])=[CH:7][CH:6]=[C:5]([C:3]([OH:4])=[O:2])[C:13]=3[N:12]=2)=[CH:19][CH:18]=1. The yield is 0.720. (2) The reactants are [C:1]1([C:6]2[C:7]([O:15][CH2:16][C:17]([F:20])([F:19])[F:18])=[N:8][CH:9]=[C:10]([N+:12]([O-])=O)[CH:11]=2)[CH2:5][CH2:4][CH2:3][CH:2]=1. The catalyst is C(OCC)(=O)C.[Pd]. The product is [CH:1]1([C:6]2[CH:11]=[C:10]([NH2:12])[CH:9]=[N:8][C:7]=2[O:15][CH2:16][C:17]([F:18])([F:19])[F:20])[CH2:2][CH2:3][CH2:4][CH2:5]1. The yield is 0.692. (3) The reactants are [CH:1]1([CH:4]2[C:8]3[CH:9]=[C:10]([C:13]4[C:21]5[C:16](=[CH:17][C:18]([F:22])=[CH:19][CH:20]=5)[N:15](C(OC(C)(C)C)=O)[CH:14]=4)[CH:11]=[CH:12][C:7]=3[S:6](=[O:31])(=[O:30])[NH:5]2)[CH2:3][CH2:2]1.C(O)(C(F)(F)F)=O. The catalyst is C(Cl)Cl. The product is [CH:1]1([CH:4]2[C:8]3[CH:9]=[C:10]([C:13]4[C:21]5[C:16](=[CH:17][C:18]([F:22])=[CH:19][CH:20]=5)[NH:15][CH:14]=4)[CH:11]=[CH:12][C:7]=3[S:6](=[O:30])(=[O:31])[NH:5]2)[CH2:3][CH2:2]1. The yield is 0.740. (4) The product is [C:11]([O:10][C:8]([N:1]1[CH2:4][CH2:3][C@H:2]1[C:5]([OH:7])=[O:6])=[O:9])([CH3:14])([CH3:13])[CH3:12]. The reactants are [NH:1]1[CH2:4][CH2:3][C@H:2]1[C:5]([OH:7])=[O:6].[C:8](O[C:8]([O:10][C:11]([CH3:14])([CH3:13])[CH3:12])=[O:9])([O:10][C:11]([CH3:14])([CH3:13])[CH3:12])=[O:9].[OH-].[Na+]. The catalyst is C(O)C.O. The yield is 1.00. (5) The reactants are [CH2:1]([N:8]1[CH2:22][CH2:21][C:11]2([O:19][C:18]3[CH:17]=[N:16][NH:15][C:14]=3[C:13](=[O:20])[CH2:12]2)[CH2:10][CH2:9]1)[C:2]1[CH:7]=[CH:6][CH:5]=[CH:4][CH:3]=1.[CH3:23][CH:24](O)[CH3:25].C1(P(C2C=CC=CC=2)C2C=CC=CC=2)C=CC=CC=1.C1C=CC(COC(/N=N/C(OCC2C=CC=CC=2)=O)=O)=CC=1. The catalyst is O1CCCC1. The product is [CH2:1]([N:8]1[CH2:22][CH2:21][C:11]2([O:19][C:18]3[CH:17]=[N:16][N:15]([CH:24]([CH3:25])[CH3:23])[C:14]=3[C:13](=[O:20])[CH2:12]2)[CH2:10][CH2:9]1)[C:2]1[CH:3]=[CH:4][CH:5]=[CH:6][CH:7]=1. The yield is 0.350. (6) The reactants are [CH3:1][CH:2]1[CH2:7][C:6](=[O:8])[CH2:5][C:4](=[O:9])[CH2:3]1.C([O-])([O-])=O.[Na+].[Na+].[O:16](S(C(F)(F)F)(=O)=O)[S:17]([C:20]([F:23])([F:22])[F:21])(=O)=[O:18]. The catalyst is C(Cl)Cl. The product is [F:21][C:20]([F:23])([F:22])[S:17]([O:8][C:6]1[CH2:7][CH:2]([CH3:1])[CH2:3][C:4](=[O:9])[CH:5]=1)(=[O:18])=[O:16]. The yield is 0.780. (7) The reactants are S(Cl)(Cl)=O.[O:5]=[C:6]1[NH:10][C:9](=[O:11])[CH:8]([CH2:12][C:13]2[CH:23]=[CH:22][C:16]([O:17][CH2:18][C:19]([OH:21])=O)=[CH:15][CH:14]=2)[S:7]1.[NH2:24][C:25]1[CH:30]=[CH:29][C:28]([O:31][CH3:32])=[CH:27][C:26]=1[N:33]([CH3:41])[C:34](=[O:40])[O:35][C:36]([CH3:39])([CH3:38])[CH3:37].C(N(CC)CC)C.C(=O)(O)[O-].[Na+].Cl. The catalyst is ClCCl.O.CN(C)C=O. The product is [O:5]=[C:6]1[NH:10][C:9](=[O:11])[CH:8]([CH2:12][C:13]2[CH:14]=[CH:15][C:16]([O:17][CH2:18][C:19]([NH:24][C:25]3[CH:30]=[CH:29][C:28]([O:31][CH3:32])=[CH:27][C:26]=3[N:33]([CH3:41])[C:34](=[O:40])[O:35][C:36]([CH3:37])([CH3:39])[CH3:38])=[O:21])=[CH:22][CH:23]=2)[S:7]1. The yield is 0.930. (8) The reactants are Br[C:2]1[CH:7]=[CH:6][C:5]([C:8]2[C:14]3[CH:15]=[C:16]([O:19][CH3:20])[CH:17]=[CH:18][C:13]=3[N:12]3[C:21]([CH3:24])=[N:22][N:23]=[C:11]3[C@H:10]([CH2:25][C:26]([NH:28][CH2:29][CH3:30])=[O:27])[N:9]=2)=[CH:4][CH:3]=1.[Na].[O-]CCCC.[S:37]([O-])([O-])(=O)=S.[Na+].[Na+].Cl. The catalyst is C1(C)C=CC=CC=1.C(O)(C)C.O.C([O-])(=O)C.[Pd+2].C([O-])(=O)C.[Zn]. The product is [CH2:29]([NH:28][C:26](=[O:27])[CH2:25][C@@H:10]1[N:9]=[C:8]([C:5]2[CH:6]=[CH:7][C:2]([SH:37])=[CH:3][CH:4]=2)[C:14]2[CH:15]=[C:16]([O:19][CH3:20])[CH:17]=[CH:18][C:13]=2[N:12]2[C:21]([CH3:24])=[N:22][N:23]=[C:11]12)[CH3:30]. The yield is 0.277. (9) The reactants are [NH2:1][C:2]1[N:22]=[C:5]2[CH:6]=[CH:7][CH:8]=[C:9]([C:10]3[N:11](C(OC(C)(C)C)=O)[CH:12]=[CH:13][CH:14]=3)[N:4]2[N:3]=1.[C:23](Cl)(=[O:32])[C:24]1[CH:29]=[CH:28][CH:27]=[C:26]([O:30][CH3:31])[CH:25]=1. No catalyst specified. The product is [CH3:31][O:30][C:26]1[CH:25]=[C:24]([CH:29]=[CH:28][CH:27]=1)[C:23]([NH:1][C:2]1[N:22]=[C:5]2[CH:6]=[CH:7][CH:8]=[C:9]([C:10]3[NH:11][CH:12]=[CH:13][CH:14]=3)[N:4]2[N:3]=1)=[O:32]. The yield is 0.410. (10) The reactants are [NH2:1][C@H:2]([C:5]1[N:14]([C:15]2[CH:20]=[CH:19][CH:18]=[C:17]([F:21])[CH:16]=2)[C:13](=[O:22])[C:12]2[C:7](=[CH:8][CH:9]=[CH:10][C:11]=2[Cl:23])[N:6]=1)[CH2:3][CH3:4].Cl[C:25]1[N:30]=[CH:29][N:28]=[C:27]([NH2:31])[C:26]=1[C:32]1[O:33][C:34]([CH3:37])=[N:35][N:36]=1.CCN(C(C)C)C(C)C. The catalyst is CCCCO. The product is [NH2:31][C:27]1[N:28]=[CH:29][N:30]=[C:25]([NH:1][C@H:2]([C:5]2[N:14]([C:15]3[CH:20]=[CH:19][CH:18]=[C:17]([F:21])[CH:16]=3)[C:13](=[O:22])[C:12]3[C:7](=[CH:8][CH:9]=[CH:10][C:11]=3[Cl:23])[N:6]=2)[CH2:3][CH3:4])[C:26]=1[C:32]1[O:33][C:34]([CH3:37])=[N:35][N:36]=1. The yield is 0.277.